The task is: Predict the product of the given reaction.. This data is from Forward reaction prediction with 1.9M reactions from USPTO patents (1976-2016). (1) Given the reactants C([NH:5][S:6]([C:9]1[CH:10]=[C:11]([C:15]2[CH:20]=[CH:19][CH:18]=[C:17]([C:21]3[N:26]=[C:25]([C:27]4[S:28][C:29]([Cl:32])=[CH:30][CH:31]=4)[CH:24]=[C:23]([C:33]([F:36])([F:35])[F:34])[N:22]=3)[CH:16]=2)[CH:12]=[CH:13][CH:14]=1)(=[O:8])=[O:7])(C)(C)C.C(O)(C(F)(F)F)=O, predict the reaction product. The product is: [Cl:32][C:29]1[S:28][C:27]([C:25]2[CH:24]=[C:23]([C:33]([F:34])([F:35])[F:36])[N:22]=[C:21]([C:17]3[CH:16]=[C:15]([C:11]4[CH:12]=[CH:13][CH:14]=[C:9]([S:6]([NH2:5])(=[O:8])=[O:7])[CH:10]=4)[CH:20]=[CH:19][CH:18]=3)[N:26]=2)=[CH:31][CH:30]=1. (2) Given the reactants [NH2:1][C@H:2]([CH2:19][C:20]1[CH:25]=[C:24]([F:26])[C:23]([F:27])=[CH:22][C:21]=1[F:28])[CH2:3][C:4]([N:6]1[CH2:11][CH2:10][NH:9][C:8](=[O:12])[C@H:7]1[CH2:13][O:14][C:15]([CH3:18])([CH3:17])[CH3:16])=[O:5].[C:29]([OH:32])(=[O:31])[CH3:30], predict the reaction product. The product is: [C:29]([OH:32])(=[O:31])[CH3:30].[NH2:1][C@H:2]([CH2:19][C:20]1[CH:25]=[C:24]([F:26])[C:23]([F:27])=[CH:22][C:21]=1[F:28])[CH2:3][C:4]([N:6]1[CH2:11][CH2:10][NH:9][C:8](=[O:12])[C@H:7]1[CH2:13][O:14][C:15]([CH3:16])([CH3:17])[CH3:18])=[O:5]. (3) Given the reactants [NH2:1][C:2]1[CH:3]=[N:4][CH:5]=[CH:6][C:7]=1[C:8]([NH2:10])=[O:9].C(N(CC)C(C)C)(C)C.[Cl:20][CH2:21][C:22](Cl)=[O:23], predict the reaction product. The product is: [Cl:20][CH2:21][C:22]([NH:1][C:2]1[CH:3]=[N:4][CH:5]=[CH:6][C:7]=1[C:8]([NH2:10])=[O:9])=[O:23]. (4) Given the reactants [CH3:1][O:2][C:3]1[CH:4]=[C:5]([CH2:11][C:12](=O)[CH3:13])[CH:6]=[CH:7][C:8]=1[O:9][CH3:10].O=C[C@@H]([C@H]([C@@H]([C@@H](CO)O)O)O)O.[NH2:27][C@@H](C(O)=O)C.CC1N=CC(COP(O)(O)=O)=C(C=O)C=1O, predict the reaction product. The product is: [CH3:1][O:2][C:3]1[CH:4]=[C:5]([CH2:11][CH:12]([NH2:27])[CH3:13])[CH:6]=[CH:7][C:8]=1[O:9][CH3:10]. (5) Given the reactants N1([C:6](N2C=CN=C2)=[O:7])C=CN=C1.N1C=CN=C1.[CH3:18][N:19]1[C:23]([CH3:25])([CH3:24])[C:22]2[CH:26]=[CH:27][C:28]([NH2:30])=[CH:29][C:21]=2[S:20]1(=[O:32])=[O:31].CO[C:35](=[O:51])[C:36]([CH3:50])([NH:38][CH2:39][C:40]1[C:49]2[C:44](=[CH:45][CH:46]=[CH:47][CH:48]=2)[N:43]=[CH:42][CH:41]=1)[CH3:37], predict the reaction product. The product is: [CH3:50][C:36]1([CH3:37])[N:38]([CH2:39][C:40]2[C:49]3[C:44](=[CH:45][CH:46]=[CH:47][CH:48]=3)[N:43]=[CH:42][CH:41]=2)[C:6](=[O:7])[N:30]([C:28]2[CH:27]=[CH:26][C:22]3[C:23]([CH3:25])([CH3:24])[N:19]([CH3:18])[S:20](=[O:31])(=[O:32])[C:21]=3[CH:29]=2)[C:35]1=[O:51].